Dataset: TCR-epitope binding with 47,182 pairs between 192 epitopes and 23,139 TCRs. Task: Binary Classification. Given a T-cell receptor sequence (or CDR3 region) and an epitope sequence, predict whether binding occurs between them. (1) The epitope is GTSGSPIIDK. The TCR CDR3 sequence is CASSQRSRDRGAFF. Result: 1 (the TCR binds to the epitope). (2) The epitope is QECVRGTTVL. The TCR CDR3 sequence is CASSPEDTQYF. Result: 0 (the TCR does not bind to the epitope). (3) The epitope is GLCTLVAML. The TCR CDR3 sequence is CAWSVWDRGYEQYF. Result: 1 (the TCR binds to the epitope).